From a dataset of Forward reaction prediction with 1.9M reactions from USPTO patents (1976-2016). Predict the product of the given reaction. (1) Given the reactants [NH2:1][CH2:2][C:3]1[N:8]=[C:7]2[S:9][C:10]3[CH2:15][S:14](=[O:16])[CH2:13][CH2:12][C:11]=3[C:6]2=[C:5]([C:17]2[CH:22]=[CH:21][C:20]([O:23][CH3:24])=[CH:19][CH:18]=2)[C:4]=1[Cl:25], predict the reaction product. The product is: [NH2:1][CH2:2][C:3]1[N:8]=[C:7]2[S:9][C:10]3[CH2:15][S@@:14](=[O:16])[CH2:13][CH2:12][C:11]=3[C:6]2=[C:5]([C:17]2[CH:22]=[CH:21][C:20]([O:23][CH3:24])=[CH:19][CH:18]=2)[C:4]=1[Cl:25]. (2) Given the reactants [BH4-].[Li+].[N:3]1([C:8]2[N:9]=[C:10]([N:22]3[CH2:27][CH2:26][O:25][CH2:24][CH2:23]3)[C:11]3[N:17]=[C:16]([C:18](OC)=[O:19])[CH:15]=[CH:14][C:12]=3[N:13]=2)[CH:7]=[CH:6][N:5]=[CH:4]1, predict the reaction product. The product is: [N:3]1([C:8]2[N:9]=[C:10]([N:22]3[CH2:23][CH2:24][O:25][CH2:26][CH2:27]3)[C:11]3[N:17]=[C:16]([CH2:18][OH:19])[CH:15]=[CH:14][C:12]=3[N:13]=2)[CH:7]=[CH:6][N:5]=[CH:4]1. (3) Given the reactants [NH2:1][N:2]1[CH2:7][CH2:6][NH:5][CH2:4][CH2:3]1.[Cl:8][C:9]1[CH:10]=[CH:11][C:12]2[O:16][C:15]([CH:17]=O)=[CH:14][C:13]=2[CH:19]=1, predict the reaction product. The product is: [N:2]1([N:1]=[CH:17][C:15]2[O:16][C:12]3[CH:11]=[CH:10][C:9]([Cl:8])=[CH:19][C:13]=3[CH:14]=2)[CH2:7][CH2:6][NH:5][CH2:4][CH2:3]1. (4) Given the reactants C[C:2]1[CH:6]=[C:5]([N:7]2[CH2:11][CH2:10][N:9](CCOC3C=CC=CC=3)[C:8]2=O)SC=1C(O)=O.[F:25][C:26]1[CH:47]=[CH:46][C:29]([CH2:30][N:31]2[CH2:35][CH2:34][N:33]([C:36]3[S:40][C:39]([C:41]([OH:43])=O)=[C:38]([CH3:44])[CH:37]=3)[C:32]2=[O:45])=[CH:28][CH:27]=1.CN1C=CC=C1CN, predict the reaction product. The product is: [F:25][C:26]1[CH:47]=[CH:46][C:29]([CH2:30][N:31]2[CH2:35][CH2:34][N:33]([C:36]3[S:40][C:39]([C:41]([NH:9][CH2:10][C:11]4[N:7]([CH3:8])[CH:5]=[CH:6][CH:2]=4)=[O:43])=[C:38]([CH3:44])[CH:37]=3)[C:32]2=[O:45])=[CH:28][CH:27]=1.